The task is: Predict which catalyst facilitates the given reaction.. This data is from Catalyst prediction with 721,799 reactions and 888 catalyst types from USPTO. (1) Reactant: [S:1]1[CH:5]=[CH:4][N:3]=[C:2]1[S:6](Cl)(=[O:8])=[O:7].[N:10]1[CH:15]=[CH:14][CH:13]=[CH:12][CH:11]=1. Product: [N:10]1[C:15]2[C:14](=[CH:14][CH:13]=[CH:12][C:11]=2[NH:10][S:6]([C:2]2[S:1][CH:5]=[CH:4][N:3]=2)(=[O:8])=[O:7])[CH:13]=[CH:12][CH:11]=1. The catalyst class is: 79. (2) Reactant: [Cl:1][C:2]1[N:7]=[N:6][C:5]([CH2:8]CCl)=[C:4]([CH2:11][CH2:12][CH3:13])[CH:3]=1.[F:14][C:15]1[CH:20]=[CH:19][CH:18]=[C:17]([C:21]2[NH:22][CH:23]=[CH:24][N:25]=2)[N:16]=1.C([O-])([O-])=O.[K+].[K+]. Product: [Cl:1][C:2]1[N:7]=[N:6][C:5]([CH2:8][N:25]2[CH:24]=[CH:23][N:22]=[C:21]2[C:17]2[CH:18]=[CH:19][CH:20]=[C:15]([F:14])[N:16]=2)=[C:4]([CH2:11][CH2:12][CH3:13])[CH:3]=1. The catalyst class is: 3. (3) The catalyst class is: 2. Product: [Cl:38][CH2:39][C:40]([N:26]1[CH2:27][CH2:28][N:23]([C:18]2[CH:19]=[CH:20][CH:21]=[CH:22][C:17]=2[C:15]([NH:14][C:8]2[CH:9]=[CH:10][CH:11]=[CH:12][CH:13]=2)=[O:16])[CH2:24][CH2:25]1)=[O:41]. Reactant: FC(F)(F)C(O)=O.[C:8]1([NH:14][C:15]([C:17]2[CH:22]=[CH:21][CH:20]=[CH:19][C:18]=2[N:23]2[CH2:28][CH2:27][NH:26][CH2:25][CH2:24]2)=[O:16])[CH:13]=[CH:12][CH:11]=[CH:10][CH:9]=1.C(N(C(C)C)CC)(C)C.[Cl:38][CH2:39][C:40](Cl)=[O:41]. (4) Reactant: CS(O[CH2:6][CH2:7][C:8]1[CH:13]=[CH:12][CH:11]=[CH:10][N:9]=1)(=O)=O.[CH:14]1([NH:20][C:21]([C:23]2[C:24]([SH:29])=[N:25][CH:26]=[CH:27][CH:28]=2)=[O:22])[CH2:19][CH2:18][CH2:17][CH2:16][CH2:15]1.C(=O)([O-])[O-].[K+].[K+].C(#N)C. Product: [CH:14]1([NH:20][C:21]([C:23]2[C:24]([S:29][CH2:6][CH2:7][C:8]3[CH:13]=[CH:12][CH:11]=[CH:10][N:9]=3)=[N:25][CH:26]=[CH:27][CH:28]=2)=[O:22])[CH2:15][CH2:16][CH2:17][CH2:18][CH2:19]1. The catalyst class is: 6. (5) Reactant: [CH2:1]([C:3]1[C:8](=[O:9])[N:7]2[N:10]=[CH:11][C:12]([C:13]#[N:14])=[C:6]2[NH:5][C:4]=1[CH3:15])[CH3:2].Cl/[C:17](=[N:23]\[OH:24])/[C:18]([O:20][CH2:21][CH3:22])=[O:19].C(N(CC)CC)C. Product: [CH2:1]([C:3]1[C:8](=[O:9])[N:7]2[N:10]=[CH:11][C:12]([C:13]3[O:24][N:23]=[C:17]([C:18]([O:20][CH2:21][CH3:22])=[O:19])[N:14]=3)=[C:6]2[NH:5][C:4]=1[CH3:15])[CH3:2]. The catalyst class is: 21. (6) Reactant: [C:1]([OH:10])(=O)[C:2]1[C:3](=[CH:5][CH:6]=[CH:7][CH:8]=1)[NH2:4].CN1CCOCC1.[NH2:18][CH2:19][CH:20]1[CH2:22][CH2:21]1.C(N=C=NCCCN(C)C)C.C1C=CC2N(O)N=NC=2C=1. Product: [NH2:4][C:3]1[CH:5]=[CH:6][CH:7]=[CH:8][C:2]=1[C:1]([NH:18][CH2:19][CH:20]1[CH2:22][CH2:21]1)=[O:10]. The catalyst class is: 3. (7) Reactant: [CH3:1][S:2][C:3]1[CH:8]=[CH:7][C:6]([CH2:9]Cl)=[CH:5][C:4]=1[S:11][CH3:12].[C-:13]#[N:14].[K+]. Product: [CH3:12][S:11][C:4]1[CH:5]=[C:6]([CH:7]=[CH:8][C:3]=1[S:2][CH3:1])[CH2:9][C:13]#[N:14]. The catalyst class is: 16. (8) Reactant: Cl[CH2:2][CH2:3][CH:4]=[C:5]1[C:11]2[CH:12]=[CH:13][CH:14]=[CH:15][C:10]=2[CH2:9][O:8][C:7]2[CH:16]=[CH:17][CH:18]=[CH:19][C:6]1=2.S(Cl)(Cl)=O.[CH3:24][NH:25][CH3:26].Cl. Product: [CH3:24][N:25]([CH3:26])[CH2:2][CH2:3][CH:4]=[C:5]1[C:11]2[CH:12]=[CH:13][CH:14]=[CH:15][C:10]=2[CH2:9][O:8][C:7]2[CH:16]=[CH:17][CH:18]=[CH:19][C:6]1=2. The catalyst class is: 738. (9) Reactant: [NH2:1][C:2]1[NH:3][C@@H:4]([C:13]2[CH:18]=[CH:17][CH:16]=[C:15]([O:19][CH3:20])[CH:14]=2)[CH2:5][CH2:6][C:7]=1[C:8]([O:10][CH2:11][CH3:12])=[O:9].C(N(CC)CC)C.[N:28]([CH:31]([CH3:33])[CH3:32])=[C:29]=[O:30]. Product: [CH:31]([NH:28][C:29](=[O:30])[NH:1][C:2]1[NH:3][C@@H:4]([C:13]2[CH:18]=[CH:17][CH:16]=[C:15]([O:19][CH3:20])[CH:14]=2)[CH2:5][CH2:6][C:7]=1[C:8]([O:10][CH2:11][CH3:12])=[O:9])([CH3:33])[CH3:32]. The catalyst class is: 1.